Task: Predict the reactants needed to synthesize the given product.. Dataset: Full USPTO retrosynthesis dataset with 1.9M reactions from patents (1976-2016) (1) Given the product [C:1]1([N:7]=[C:8]([S:15][CH:16]([CH3:17])[CH3:18])[CH2:9][CH3:10])[CH:6]=[CH:5][CH:4]=[CH:3][CH:2]=1, predict the reactants needed to synthesize it. The reactants are: [C:1]1([N:7]=[C:8]([S:15][CH:16]([CH3:18])[CH3:17])[CH2:9][CH2:10][Si](C)(C)C)[CH:6]=[CH:5][CH:4]=[CH:3][CH:2]=1.C(=O)([O-])[O-].[K+].[K+].[Cl-].[Na+]. (2) Given the product [C:12]([OH:14])(=[O:13])[C:11]1[CH:15]=[CH:16][CH:8]=[CH:9][CH:10]=1, predict the reactants needed to synthesize it. The reactants are: S1C=CN=C1C(CN1C=CN=C1)=C[C:8]1[CH:16]=[CH:15][C:11]([C:12]([O-:14])=[O:13])=[CH:10][CH:9]=1.[OH-].[Na+]. (3) Given the product [Cl:8][C:6]1[N:5]=[CH:4][N:3]=[C:2]([NH:14][C:13]2[CH:15]=[CH:16][C:17]([N:18]3[CH2:19][CH2:20][N:21]([CH:24]4[CH2:25][O:26][CH2:27]4)[CH2:22][CH2:23]3)=[C:11]([O:10][CH3:9])[CH:12]=2)[N:7]=1, predict the reactants needed to synthesize it. The reactants are: Cl[C:2]1[N:7]=[C:6]([Cl:8])[N:5]=[CH:4][N:3]=1.[CH3:9][O:10][C:11]1[CH:12]=[C:13]([CH:15]=[CH:16][C:17]=1[N:18]1[CH2:23][CH2:22][N:21]([CH:24]2[CH2:27][O:26][CH2:25]2)[CH2:20][CH2:19]1)[NH2:14].C(N(CC)C(C)C)(C)C. (4) Given the product [CH3:24][Si:23]([CH3:26])([CH3:25])[CH2:22][CH2:21][O:20][CH2:19][N:10]1[C:11]2[C:18]3[CH:17]=[CH:16][S:15][C:14]=3[CH2:13][C:12]=2[C:8]([C:5]2[CH:6]=[CH:7][C:2]([C:35]3[CH:40]=[CH:39][C:38]([OH:41])=[CH:37][CH:36]=3)=[CH:3][CH:4]=2)=[N:9]1, predict the reactants needed to synthesize it. The reactants are: Br[C:2]1[CH:7]=[CH:6][C:5]([C:8]2[C:12]3[CH2:13][C:14]4[S:15][CH:16]=[CH:17][C:18]=4[C:11]=3[N:10]([CH2:19][O:20][CH2:21][CH2:22][Si:23]([CH3:26])([CH3:25])[CH3:24])[N:9]=2)=[CH:4][CH:3]=1.CC1(C)C(C)(C)OB([C:35]2[CH:40]=[CH:39][C:38]([OH:41])=[CH:37][CH:36]=2)O1.C([O-])([O-])=O.[Na+].[Na+]. (5) Given the product [CH3:19][C:20]1[CH:21]=[C:22]([C:10]2[C:11]3[C:6](=[C:5]([CH2:1][CH:2]([CH3:4])[CH3:3])[CH:14]=[C:13]([CH2:15][CH:16]([CH3:18])[CH3:17])[CH:12]=3)[CH:7]=[CH:8][N:9]=2)[CH:23]=[C:24]([CH3:26])[CH:25]=1, predict the reactants needed to synthesize it. The reactants are: [CH2:1]([C:5]1[CH:14]=[C:13]([CH2:15][CH:16]([CH3:18])[CH3:17])[CH:12]=[C:11]2[C:6]=1[CH:7]=[CH:8][N:9]=[CH:10]2)[CH:2]([CH3:4])[CH3:3].[CH3:19][C:20]1[CH:21]=[C:22]([Mg]Br)[CH:23]=[C:24]([CH3:26])[CH:25]=1.C(C1C(=O)C(Cl)=C(Cl)C(=O)C=1C#N)#N. (6) The reactants are: [CH2:1]([N:3]1[CH2:8][CH2:7][N:6]([C:9]2[C:14]3=[CH:15][S:16][CH:17]=[C:13]3[CH:12]=[C:11]([C:18]3[CH:23]=[CH:22][C:21]([O:24]COC)=[CH:20][CH:19]=3)[N:10]=2)[CH2:5][CH2:4]1)[CH3:2].Cl.[OH-].[Na+]. Given the product [CH2:1]([N:3]1[CH2:8][CH2:7][N:6]([C:9]2[C:14]3=[CH:15][S:16][CH:17]=[C:13]3[CH:12]=[C:11]([C:18]3[CH:23]=[CH:22][C:21]([OH:24])=[CH:20][CH:19]=3)[N:10]=2)[CH2:5][CH2:4]1)[CH3:2], predict the reactants needed to synthesize it.